From a dataset of Full USPTO retrosynthesis dataset with 1.9M reactions from patents (1976-2016). Predict the reactants needed to synthesize the given product. Given the product [CH3:2][C:3]1[CH:4]=[C:5]([CH:43]=[CH:44][CH:45]=1)[CH2:6][N:7]1[CH:11]=[C:10]([C:12]2[C:20]3[C:15](=[N:16][CH:17]=[C:18]([C:21]4[CH:26]=[CH:25][C:24]([N:27]5[CH2:32][CH2:31][N:30]([CH2:46][C@@H:47]([OH:48])[CH3:49])[CH2:29][CH2:28]5)=[N:23][CH:22]=4)[CH:19]=3)[N:14]([S:33]([C:36]3[CH:42]=[CH:41][C:39]([CH3:40])=[CH:38][CH:37]=3)(=[O:35])=[O:34])[CH:13]=2)[CH:9]=[N:8]1, predict the reactants needed to synthesize it. The reactants are: Cl.[CH3:2][C:3]1[CH:4]=[C:5]([CH:43]=[CH:44][CH:45]=1)[CH2:6][N:7]1[CH:11]=[C:10]([C:12]2[C:20]3[C:15](=[N:16][CH:17]=[C:18]([C:21]4[CH:22]=[N:23][C:24]([N:27]5[CH2:32][CH2:31][NH:30][CH2:29][CH2:28]5)=[CH:25][CH:26]=4)[CH:19]=3)[N:14]([S:33]([C:36]3[CH:42]=[CH:41][C:39]([CH3:40])=[CH:38][CH:37]=3)(=[O:35])=[O:34])[CH:13]=2)[CH:9]=[N:8]1.[CH3:46][C@H:47]1[CH2:49][O:48]1.CCN(C(C)C)C(C)C.